This data is from Full USPTO retrosynthesis dataset with 1.9M reactions from patents (1976-2016). The task is: Predict the reactants needed to synthesize the given product. (1) Given the product [CH3:1][N:2]([CH3:6])[C:3]([NH:14][CH2:15][CH2:16][CH2:17][Si:18]([O:23][CH3:24])([O:19][CH3:20])[O:21][CH3:22])=[O:4], predict the reactants needed to synthesize it. The reactants are: [CH3:1][N:2]([CH3:6])[C:3](Cl)=[O:4].C(N(CC)CC)C.[NH2:14][CH2:15][CH2:16][CH2:17][Si:18]([O:23][CH3:24])([O:21][CH3:22])[O:19][CH3:20]. (2) Given the product [Cl:31][C:28]1[CH:29]=[CH:30][C:25]([NH:24][C:1]([C:4]23[CH2:5][CH2:6][C:7]([NH:12][CH2:13][C:14]([N:16]4[CH2:20][C@@H:19]([F:21])[CH2:18][C@H:17]4[C:22]#[N:23])=[O:15])([CH2:8][CH2:9]2)[CH2:10][CH2:11]3)=[O:3])=[C:26]([CH3:32])[CH:27]=1, predict the reactants needed to synthesize it. The reactants are: [C:1]([C:4]12[CH2:11][CH2:10][C:7]([NH:12][CH2:13][C:14]([N:16]3[CH2:20][C@@H:19]([F:21])[CH2:18][C@H:17]3[C:22]#[N:23])=[O:15])([CH2:8][CH2:9]1)[CH2:6][CH2:5]2)([OH:3])=O.[NH2:24][C:25]1[CH:30]=[CH:29][C:28]([Cl:31])=[CH:27][C:26]=1[CH3:32]. (3) Given the product [NH2:1][C:2]1[N:3]=[CH:4][N:5]=[C:6]([N:11]2[CH2:16][CH2:15][CH:14]([O:17][C:18](=[O:30])[NH:19][C:20]3[CH:25]=[CH:24][C:23]([O:26][CH:27]([CH3:28])[CH3:29])=[CH:22][CH:21]=3)[CH2:13][CH2:12]2)[C:7]=1[CH:8]=[O:9], predict the reactants needed to synthesize it. The reactants are: [NH2:1][C:2]1[C:7]([CH:8]=[O:9])=[C:6](Cl)[N:5]=[CH:4][N:3]=1.[NH:11]1[CH2:16][CH2:15][CH:14]([O:17][C:18](=[O:30])[NH:19][C:20]2[CH:25]=[CH:24][C:23]([O:26][CH:27]([CH3:29])[CH3:28])=[CH:22][CH:21]=2)[CH2:13][CH2:12]1.CCN(C(C)C)C(C)C. (4) The reactants are: [CH3:1][C:2]1[C:6]([CH2:7][N:8]2[C:16]3[C:11](=[CH:12][CH:13]=[CH:14][CH:15]=3)[C:10]([C:17](OC)=O)=[N:9]2)=[C:5]([CH3:21])[O:4][N:3]=1.Cl.Cl.[C:24](=[NH:30])([NH2:29])[CH2:25][C:26](=[NH:28])[NH2:27].C[O-].[Na+]. Given the product [CH3:1][C:2]1[C:6]([CH2:7][N:8]2[C:16]3[C:11](=[CH:12][CH:13]=[CH:14][CH:15]=3)[C:10]([C:17]3[N:29]=[C:24]([NH2:30])[CH:25]=[C:26]([NH2:28])[N:27]=3)=[N:9]2)=[C:5]([CH3:21])[O:4][N:3]=1, predict the reactants needed to synthesize it.